From a dataset of Catalyst prediction with 721,799 reactions and 888 catalyst types from USPTO. Predict which catalyst facilitates the given reaction. (1) Reactant: C[Si]([N-][Si](C)(C)C)(C)C.[Na+].[C:11]([CH:13]1[C:18](=[O:19])[CH2:17][CH2:16][N:15]([C:20]([O:22][C:23]([CH3:26])([CH3:25])[CH3:24])=[O:21])[CH2:14]1)#[N:12].[F:27][C:28]([F:47])([F:46])[S:29](N(C1C=CC=CC=1)[S:29]([C:28]([F:47])([F:46])[F:27])(=[O:31])=[O:30])(=[O:31])=[O:30]. Product: [C:11]([C:13]1[CH2:14][N:15]([C:20]([O:22][C:23]([CH3:26])([CH3:25])[CH3:24])=[O:21])[CH2:16][CH2:17][C:18]=1[O:19][S:29]([C:28]([F:47])([F:46])[F:27])(=[O:31])=[O:30])#[N:12]. The catalyst class is: 7. (2) Reactant: [F:8][C:7]([F:10])([F:9])[C:6](O[C:6](=[O:11])[C:7]([F:10])([F:9])[F:8])=[O:11].[CH3:14][O:15][C:16]1[CH:21]=[CH:20][CH:19]=[CH:18][C:17]=1[CH:22]1[CH2:27][CH2:26][NH:25][CH2:24][CH2:23]1.C(N(CC)CC)C. Product: [CH3:14][O:15][C:16]1[CH:21]=[CH:20][CH:19]=[CH:18][C:17]=1[CH:22]1[CH2:27][CH2:26][N:25]([C:6](=[O:11])[C:7]([F:8])([F:9])[F:10])[CH2:24][CH2:23]1. The catalyst class is: 4. (3) Reactant: [F:1][C:2]1[C:7]2[NH:8][C:9]([C:11]3[S:12][CH:13]=[CH:14][CH:15]=3)=[N:10][C:6]=2[C:5]([C:16]([OH:18])=O)=[CH:4][CH:3]=1.CN(C(O[N:27]1N=[N:34][C:29]2[CH:30]=[CH:31][CH:32]=[N:33][C:28]1=2)=[N+](C)C)C.F[P-](F)(F)(F)(F)F.CCN(C(C)C)C(C)C.N1C=C(CCN)N=C1. Product: [NH:27]1[C:31]([CH2:30][CH2:29][NH:34][C:16]([C:5]2[C:6]3[N:10]=[C:9]([C:11]4[S:12][CH:13]=[CH:14][CH:15]=4)[NH:8][C:7]=3[C:2]([F:1])=[CH:3][CH:4]=2)=[O:18])=[CH:32][N:33]=[CH:28]1. The catalyst class is: 3. (4) Reactant: [I:1][C:2]1[CH:7]=[CH:6][C:5]([C:8]([C:17]2[CH:22]=[CH:21][C:20]([I:23])=[CH:19][CH:18]=2)([C:10]2[CH:15]=[CH:14][C:13]([I:16])=[CH:12][CH:11]=2)O)=[CH:4][CH:3]=1.[NH2:24][C:25]1[CH:30]=[CH:29][CH:28]=[CH:27][CH:26]=1. Product: [NH2:24][C:25]1[CH:30]=[CH:29][C:28]([C:8]([C:17]2[CH:22]=[CH:21][C:20]([I:23])=[CH:19][CH:18]=2)([C:10]2[CH:15]=[CH:14][C:13]([I:16])=[CH:12][CH:11]=2)[C:5]2[CH:6]=[CH:7][C:2]([I:1])=[CH:3][CH:4]=2)=[CH:27][CH:26]=1. The catalyst class is: 8.